Dataset: Reaction yield outcomes from USPTO patents with 853,638 reactions. Task: Predict the reaction yield, written as a fraction of the theoretical maximum amount of product (1.0 means a 100% yield; for example, 0.34 means a 34% yield). (1) The reactants are [N:1]([CH2:4][CH:5]1[O:10][C:9]2[C:11](Br)=[CH:12][CH:13]=[CH:14][C:8]=2[N:7]([CH3:16])[CH2:6]1)=[N+:2]=[N-:3].[Cl:17][C:18]1[CH:23]=[C:22]([Cl:24])[CH:21]=[CH:20][C:19]=1B(O)O. No catalyst specified. The product is [N:1]([CH2:4][CH:5]1[O:10][C:9]2[C:11]([C:21]3[CH:20]=[CH:19][C:18]([Cl:17])=[CH:23][C:22]=3[Cl:24])=[CH:12][CH:13]=[CH:14][C:8]=2[N:7]([CH3:16])[CH2:6]1)=[N+:2]=[N-:3]. The yield is 0.900. (2) The yield is 0.910. The product is [F:10][C:9]([F:12])([F:11])[CH:8]([C:5]1[CH:6]=[CH:7][C:2]([C:18]2[C:23]3[N:24]=[CH:25][S:26][C:22]=3[CH:21]=[CH:20][CH:19]=2)=[CH:3][CH:4]=1)[C:13]([F:16])([F:15])[F:14]. The catalyst is C1COCC1.[Cl-].[Zn+2].[Cl-].[Pd].C1C=CC([P]([Pd]([P](C2C=CC=CC=2)(C2C=CC=CC=2)C2C=CC=CC=2)([P](C2C=CC=CC=2)(C2C=CC=CC=2)C2C=CC=CC=2)[P](C2C=CC=CC=2)(C2C=CC=CC=2)C2C=CC=CC=2)(C2C=CC=CC=2)C2C=CC=CC=2)=CC=1. The reactants are Br[C:2]1[CH:7]=[CH:6][C:5]([CH:8]([C:13]([F:16])([F:15])[F:14])[C:9]([F:12])([F:11])[F:10])=[CH:4][CH:3]=1.Cl[C:18]1[C:23]2[N:24]=[CH:25][S:26][C:22]=2[CH:21]=[CH:20][CH:19]=1.